From a dataset of Catalyst prediction with 721,799 reactions and 888 catalyst types from USPTO. Predict which catalyst facilitates the given reaction. The catalyst class is: 3. Product: [CH:19]1([O:24][CH:25]([C:29]2[CH:30]=[CH:31][CH:32]=[CH:33][CH:34]=2)[C:12]([NH:11][C:8]2[CH:9]=[C:10]3[C:5](=[CH:6][CH:7]=2)[NH:4][N:3]=[C:2]3[I:1])=[O:18])[CH2:23][CH2:22][CH2:21][CH2:20]1. Reactant: [I:1][C:2]1[C:10]2[C:5](=[CH:6][CH:7]=[C:8]([NH:11][C:12](=[O:18])OC(C)(C)C)[CH:9]=2)[NH:4][N:3]=1.[CH:19]1([O:24][CH:25]([C:29]2[CH:34]=[CH:33][CH:32]=[CH:31][CH:30]=2)C([O-])=O)[CH2:23][CH2:22][CH2:21][CH2:20]1.[Na+].CN(C(ON1N=NC2C=CC=CC1=2)=[N+](C)C)C.[B-](F)(F)(F)F.CCN(C(C)C)C(C)C.CO[Na].